This data is from Catalyst prediction with 721,799 reactions and 888 catalyst types from USPTO. The task is: Predict which catalyst facilitates the given reaction. (1) Product: [NH2:35][C:25]1[S:24][C:14]2=[N:15][C:16]([CH3:23])=[C:17]([C:18]([OH:20])=[O:19])[C:12]([NH:11][S:8]([C:4]3[CH:5]=[CH:6][CH:7]=[C:2]([Cl:1])[CH:3]=3)(=[O:9])=[O:10])=[C:13]2[C:26]=1[C:27]1[CH:32]=[CH:31][CH:30]=[C:29]([O:33][CH3:34])[CH:28]=1. The catalyst class is: 58. Reactant: [Cl:1][C:2]1[CH:3]=[C:4]([S:8]([NH:11][C:12]2[C:17]([C:18]([O:20]CC)=[O:19])=[C:16]([CH3:23])[N:15]=[C:14]3[S:24][C:25]([NH:35]C(OC(C)(C)C)=O)=[C:26]([C:27]4[CH:32]=[CH:31][CH:30]=[C:29]([O:33][CH3:34])[CH:28]=4)[C:13]=23)(=[O:10])=[O:9])[CH:5]=[CH:6][CH:7]=1.[OH-].[Na+].C(O)=O. (2) Reactant: [NH:1]1[C:5]2=[N:6][CH:7]=[C:8]([O:10][C:11]3[CH:20]=[C:19](F)[CH:18]=[CH:17][C:12]=3[C:13]([O:15][CH3:16])=[O:14])[CH:9]=[C:4]2[CH:3]=[CH:2]1.[NH:22]1[CH2:27][CH2:26][NH:25][CH2:24][CH2:23]1.O. Product: [NH:1]1[C:5]2=[N:6][CH:7]=[C:8]([O:10][C:11]3[CH:20]=[C:19]([N:22]4[CH2:27][CH2:26][NH:25][CH2:24][CH2:23]4)[CH:18]=[CH:17][C:12]=3[C:13]([O:15][CH3:16])=[O:14])[CH:9]=[C:4]2[CH:3]=[CH:2]1. The catalyst class is: 16. (3) Reactant: [OH:1][C:2]1[CH:3]=[C:4](B(O)O)[CH:5]=[CH:6][CH:7]=1.Br[C:12]1[S:13][C:14]([CH3:17])=[CH:15][N:16]=1.[O-]P([O-])([O-])=O.[K+].[K+].[K+]. Product: [CH3:17][C:14]1[S:13][C:12]([C:4]2[CH:3]=[C:2]([OH:1])[CH:7]=[CH:6][CH:5]=2)=[N:16][CH:15]=1. The catalyst class is: 38. (4) Product: [CH:1]1([C:4]2[CH:5]=[C:6]([NH:15][C:26]([NH:25][C:22]3[CH:23]=[CH:24][C:19]([O:18][CH2:16][CH3:17])=[CH:20][CH:21]=3)=[O:27])[N:7]([C:9]3[CH:10]=[CH:11][CH:12]=[CH:13][CH:14]=3)[N:8]=2)[CH2:3][CH2:2]1. The catalyst class is: 4. Reactant: [CH:1]1([C:4]2[CH:5]=[C:6]([NH2:15])[N:7]([C:9]3[CH:14]=[CH:13][CH:12]=[CH:11][CH:10]=3)[N:8]=2)[CH2:3][CH2:2]1.[CH2:16]([O:18][C:19]1[CH:24]=[CH:23][C:22]([N:25]=[C:26]=[O:27])=[CH:21][CH:20]=1)[CH3:17]. (5) Product: [C:28]([C:25]1[CH:26]=[CH:27][C:22]([O:21][CH2:20][C:16]2[CH:15]=[C:14]([CH:19]=[CH:18][CH:17]=2)[C:13]([NH:12][C:8]2[CH:7]=[C:6]([CH:11]=[CH:10][CH:9]=2)[C:5]([OH:36])=[O:4])=[O:35])=[C:23]([CH2:32][CH2:33][CH3:34])[C:24]=1[OH:31])(=[O:30])[CH3:29]. Reactant: [OH-].[Li+].C[O:4][C:5](=[O:36])[C:6]1[CH:11]=[CH:10][CH:9]=[C:8]([NH:12][C:13](=[O:35])[C:14]2[CH:19]=[CH:18][CH:17]=[C:16]([CH2:20][O:21][C:22]3[CH:27]=[CH:26][C:25]([C:28](=[O:30])[CH3:29])=[C:24]([OH:31])[C:23]=3[CH2:32][CH2:33][CH3:34])[CH:15]=2)[CH:7]=1. The catalyst class is: 30. (6) Reactant: C([BH3-])#N.[Na+].[NH2:5][C:6]1[CH:11]=[CH:10][CH:9]=[CH:8][C:7]=1[C:12]([OH:17])([CH2:15][CH3:16])[CH2:13][CH3:14].C(O)(=O)C.[CH3:22][C:23]([NH:28][C:29](=[O:35])[O:30][C:31]([CH3:34])([CH3:33])[CH3:32])([CH3:27])[CH2:24][CH:25]=O.Cl.N. Product: [CH2:13]([C:12]([C:7]1[CH:8]=[CH:9][CH:10]=[CH:11][C:6]=1[NH:5][CH2:25][CH2:24][C:23]([NH:28][C:29](=[O:35])[O:30][C:31]([CH3:34])([CH3:33])[CH3:32])([CH3:27])[CH3:22])([OH:17])[CH2:15][CH3:16])[CH3:14]. The catalyst class is: 5. (7) Reactant: [CH:1]1([NH:4][C:5]2[C:6]3[C:25]([C:26]#[N:27])=[CH:24][NH:23][C:7]=3[N:8]=[C:9]([NH:11][C:12]3[CH:13]=[C:14]4[C:19](=[CH:20][CH:21]=3)[NH:18][C:17](=[O:22])[CH2:16][CH2:15]4)[N:10]=2)[CH2:3][CH2:2]1.C([O-])([O-])=[O:29].[K+].[K+].OO. Product: [CH:1]1([NH:4][C:5]2[C:6]3[C:25]([C:26]([NH2:27])=[O:29])=[CH:24][NH:23][C:7]=3[N:8]=[C:9]([NH:11][C:12]3[CH:13]=[C:14]4[C:19](=[CH:20][CH:21]=3)[NH:18][C:17](=[O:22])[CH2:16][CH2:15]4)[N:10]=2)[CH2:2][CH2:3]1. The catalyst class is: 16. (8) Reactant: [CH3:1][N:2]1[CH:6]=[CH:5][N:4]=[C:3]1/[CH:7]=[N:8]/[S:9]([C:11]([CH3:14])([CH3:13])[CH3:12])=[O:10].[CH2:15]1COCC1.C[Mg]Br.CCOCC. Product: [CH3:1][N:2]1[CH:6]=[CH:5][N:4]=[C:3]1[CH:7]([NH:8][S:9]([C:11]([CH3:14])([CH3:13])[CH3:12])=[O:10])[CH3:15]. The catalyst class is: 625.